Dataset: Forward reaction prediction with 1.9M reactions from USPTO patents (1976-2016). Task: Predict the product of the given reaction. (1) Given the reactants C(=O)([O-])[O-].[K+].[K+].F[C:8]1[CH:13]=[CH:12][C:11]([N+:14]([O-:16])=[O:15])=[C:10]([O:17][CH3:18])[CH:9]=1.[N+:19]([C:22]1[CH:27]=[CH:26][CH:25]=[CH:24][C:23]=1[S:28]([N:31]1[CH2:37][C@@H:36]([OH:38])[CH2:35][NH:34][CH2:33][CH2:32]1)(=[O:30])=[O:29])([O-:21])=[O:20].O1CCOCC1, predict the reaction product. The product is: [CH3:18][O:17][C:10]1[CH:9]=[C:8]([N:34]2[CH2:35][C@H:36]([OH:38])[CH2:37][N:31]([S:28]([C:23]3[CH:24]=[CH:25][CH:26]=[CH:27][C:22]=3[N+:19]([O-:21])=[O:20])(=[O:29])=[O:30])[CH2:32][CH2:33]2)[CH:13]=[CH:12][C:11]=1[N+:14]([O-:16])=[O:15]. (2) Given the reactants [C:1]1(B(O)O)[CH:6]=[CH:5][CH:4]=[CH:3][CH:2]=1.O.O.P([O-])([O-])([O-])=O.[K+].[K+].[K+].[Cl:20][C:21]1[N:26]=[C:25]2[N:27]([CH:31]3[CH2:36][CH2:35][CH2:34][CH2:33][O:32]3)[N:28]=[C:29](I)[C:24]2=[C:23]([CH:37]([F:39])[F:38])[CH:22]=1, predict the reaction product. The product is: [Cl:20][C:21]1[N:26]=[C:25]2[N:27]([CH:31]3[CH2:36][CH2:35][CH2:34][CH2:33][O:32]3)[N:28]=[C:29]([C:1]3[CH:6]=[CH:5][CH:4]=[CH:3][CH:2]=3)[C:24]2=[C:23]([CH:37]([F:38])[F:39])[CH:22]=1. (3) The product is: [F:1][C:2]1[CH:3]=[C:4]2[C:5]([N:8]=[C:9]([CH3:10])[C:16]3[N:12]2[CH:13]=[N:14][C:15]=3[CH3:17])=[CH:6][CH:7]=1. Given the reactants [F:1][C:2]1[CH:7]=[CH:6][C:5]([NH:8][C:9](=O)[CH3:10])=[C:4]([N:12]2[CH:16]=[C:15]([CH3:17])[N:14]=[CH:13]2)[CH:3]=1.O=P12OP3(OP(OP(O3)(O1)=O)(=O)O2)=O, predict the reaction product.